Dataset: Full USPTO retrosynthesis dataset with 1.9M reactions from patents (1976-2016). Task: Predict the reactants needed to synthesize the given product. (1) Given the product [CH:1]1[CH:6]=[CH:5][C:4]([C@@H:7]2[N:16]([C:17]([O:19][C@@H:20]3[CH:25]4[CH2:24][CH2:23][N:22]([CH2:27][CH2:26]4)[CH2:21]3)=[O:18])[CH2:15][CH2:14][C:13]3[CH:12]=[CH:11][CH:10]=[CH:9][C:8]2=3)=[CH:3][CH:2]=1.[CH2:32]([C:31]([OH:38])=[O:37])[CH2:33][C:34]([OH:36])=[O:35], predict the reactants needed to synthesize it. The reactants are: [CH:1]1[CH:2]=[CH:3][C:4]([C@@H:7]2[N:16]([C:17]([O:19][C@@H:20]3[CH:25]4[CH2:26][CH2:27][N:22]([CH2:23][CH2:24]4)[CH2:21]3)=[O:18])[CH2:15][CH2:14][C:13]3[CH:12]=[CH:11][CH:10]=[CH:9][C:8]2=3)=[CH:5][CH:6]=1.CCO.[C:31]([OH:38])(=[O:37])[CH2:32][CH2:33][C:34]([OH:36])=[O:35]. (2) Given the product [ClH:1].[C:4]([NH:8][C:9](=[O:37])[O:10][CH:11]1[CH2:18][CH:17]2[CH:13]([CH2:14][CH:15]([NH:19][CH2:20][C:21]([N:23]3[CH2:27][CH2:26][CH2:25][CH:24]3[C:28]#[N:29])=[O:22])[CH2:16]2)[CH2:12]1)([CH3:7])([CH3:5])[CH3:6], predict the reactants needed to synthesize it. The reactants are: [Cl:1]CCl.[C:4]([NH:8][C:9](=[O:37])[O:10][CH:11]1[CH2:18][CH:17]2[CH:13]([CH2:14][CH:15]([N:19](C(OC(C)(C)C)=O)[CH2:20][C:21]([N:23]3[CH2:27][CH2:26][CH2:25][CH:24]3[C:28]#[N:29])=[O:22])[CH2:16]2)[CH2:12]1)([CH3:7])([CH3:6])[CH3:5].Cl. (3) The reactants are: [OH:1][C:2]1[CH:11]=[C:10]2[C:5]([C:6]([O:12][C:13]3[C:14]([CH3:23])=[N:15][C:16]4[C:21]([CH:22]=3)=[CH:20][N:19]=[CH:18][CH:17]=4)=[CH:7][CH:8]=[N:9]2)=[CH:4][C:3]=1[O:24][CH3:25].C(=O)([O-])[O-].[K+].[K+].[CH2:32]([CH:34]1[O:36][CH2:35]1)Br.O. Given the product [CH3:25][O:24][C:3]1[CH:4]=[C:5]2[C:10](=[CH:11][C:2]=1[O:1][CH2:32][CH:34]1[CH2:35][O:36]1)[N:9]=[CH:8][CH:7]=[C:6]2[O:12][C:13]1[C:14]([CH3:23])=[N:15][C:16]2[C:21]([CH:22]=1)=[CH:20][N:19]=[CH:18][CH:17]=2, predict the reactants needed to synthesize it. (4) Given the product [Cl:1][C:2]1[CH:7]=[CH:6][C:5]([NH:8][C:9](=[O:10])[NH:18][C:19]2[CH:24]=[CH:23][C:22]([C:25]3[O:29][C:28]([C:30]([NH:32][CH:33]([CH:38]([CH3:40])[CH3:39])[C:34]([O:36][CH3:37])=[O:35])=[O:31])=[N:27][CH:26]=3)=[CH:21][CH:20]=2)=[C:4]([O:11][C:12]2[CH:13]=[CH:14][CH:15]=[CH:16][CH:17]=2)[CH:3]=1, predict the reactants needed to synthesize it. The reactants are: [Cl:1][C:2]1[CH:7]=[CH:6][C:5]([N:8]=[C:9]=[O:10])=[C:4]([O:11][C:12]2[CH:17]=[CH:16][CH:15]=[CH:14][CH:13]=2)[CH:3]=1.[NH2:18][C:19]1[CH:24]=[CH:23][C:22]([C:25]2[O:29][C:28]([C:30]([NH:32][CH:33]([CH:38]([CH3:40])[CH3:39])[C:34]([O:36][CH3:37])=[O:35])=[O:31])=[N:27][CH:26]=2)=[CH:21][CH:20]=1. (5) Given the product [I:11][C:4]1[CH:3]=[C:2]([N:18]2[CH2:23][CH2:22][CH2:21][CH2:20][CH2:19]2)[CH:7]=[C:6]([N+:8]([O-:10])=[O:9])[CH:5]=1, predict the reactants needed to synthesize it. The reactants are: F[C:2]1[CH:7]=[C:6]([N+:8]([O-:10])=[O:9])[CH:5]=[C:4]([I:11])[CH:3]=1.C([O-])([O-])=O.[K+].[K+].[NH:18]1[CH2:23][CH2:22][CH2:21][CH2:20][CH2:19]1. (6) Given the product [CH:24]1([C:16]2[C:17]([C:22]#[N:23])=[C:18]([S:20][CH3:21])[S:19][C:15]=2[C:13]2[C:12]([CH3:30])=[CH:11][N:10]=[C:9]([NH:8][C:4]3[CH:5]=[CH:6][CH:7]=[C:2]([NH:1][CH2:32][CH2:31][N:33]([CH2:37][CH3:38])[CH2:34][CH3:35])[CH:3]=3)[N:14]=2)[CH2:29][CH2:28][CH2:27][CH2:26][CH2:25]1, predict the reactants needed to synthesize it. The reactants are: [NH2:1][C:2]1[CH:3]=[C:4]([NH:8][C:9]2[N:14]=[C:13]([C:15]3[S:19][C:18]([S:20][CH3:21])=[C:17]([C:22]#[N:23])[C:16]=3[CH:24]3[CH2:29][CH2:28][CH2:27][CH2:26][CH2:25]3)[C:12]([CH3:30])=[CH:11][N:10]=2)[CH:5]=[CH:6][CH:7]=1.[CH2:31]([N:33]([CH2:37][CH3:38])[CH2:34][CH2:35]Br)[CH3:32].Br.CC(C)([O-])C.[Na+]. (7) Given the product [Cl:8][C:4]1[CH:5]=[CH:6][CH:7]=[C:2]([Cl:1])[C:3]=1[CH2:9][S:10]([C:13]1[CH:14]=[C:15]2[C:19](=[CH:20][CH:21]=1)[NH:18][C:17](=[O:22])/[C:16]/2=[CH:23]\[C:24]1[NH:28][C:27]([CH3:29])=[C:26]([CH2:30][C:31]([N:41]2[CH2:36][CH2:35][CH2:40][C@H:39]2[CH2:55][N:53]2[CH2:52][CH2:51][C@@H:50]([OH:60])[CH2:54]2)=[O:33])[C:25]=1[CH3:34])(=[O:12])=[O:11], predict the reactants needed to synthesize it. The reactants are: [Cl:1][C:2]1[CH:7]=[CH:6][CH:5]=[C:4]([Cl:8])[C:3]=1[CH2:9][S:10]([C:13]1[CH:14]=[C:15]2[C:19](=[CH:20][CH:21]=1)[NH:18][C:17](=[O:22])/[C:16]/2=[CH:23]\[C:24]1[NH:28][C:27]([CH3:29])=[C:26]([CH2:30][C:31]([OH:33])=O)[C:25]=1[CH3:34])(=[O:12])=[O:11].[CH:35]1[CH:36]=CC2N(O)N=[N:41][C:39]=2[CH:40]=1.CCN=C=N[CH2:50][CH2:51][CH2:52][N:53]([CH3:55])[CH3:54].CN(C=[O:60])C. (8) Given the product [Cl:1][C:2]1[CH:7]=[CH:6][C:5]([NH:12][CH:13]2[CH2:17][N:16]([CH2:18][C:19]3[CH:24]=[CH:23][C:22]([O:25][CH3:26])=[CH:21][CH:20]=3)[C:15](=[O:27])[CH2:14]2)=[C:4]([N+:9]([O-:11])=[O:10])[CH:3]=1, predict the reactants needed to synthesize it. The reactants are: [Cl:1][C:2]1[CH:7]=[CH:6][C:5](F)=[C:4]([N+:9]([O-:11])=[O:10])[CH:3]=1.[NH2:12][CH:13]1[CH2:17][N:16]([CH2:18][C:19]2[CH:24]=[CH:23][C:22]([O:25][CH3:26])=[CH:21][CH:20]=2)[C:15](=[O:27])[CH2:14]1.C([O-])([O-])=O.[K+].[K+].